This data is from NCI-60 drug combinations with 297,098 pairs across 59 cell lines. The task is: Regression. Given two drug SMILES strings and cell line genomic features, predict the synergy score measuring deviation from expected non-interaction effect. Drug 1: C1CCC(CC1)NC(=O)N(CCCl)N=O. Drug 2: CC1=C(C=C(C=C1)NC(=O)C2=CC=C(C=C2)CN3CCN(CC3)C)NC4=NC=CC(=N4)C5=CN=CC=C5. Cell line: SK-MEL-2. Synergy scores: CSS=6.18, Synergy_ZIP=-3.24, Synergy_Bliss=-7.27, Synergy_Loewe=-8.28, Synergy_HSA=-8.25.